Dataset: Full USPTO retrosynthesis dataset with 1.9M reactions from patents (1976-2016). Task: Predict the reactants needed to synthesize the given product. (1) Given the product [F:26][CH:24]([F:25])[CH2:23][C:18]([N:13]1[C:14]2[C:10](=[C:9]([NH:8][C:6](=[O:7])[O:5][C:1]([CH3:2])([CH3:3])[CH3:4])[CH:17]=[CH:16][CH:15]=2)[CH:11]=[N:12]1)([C:27]1[CH:28]=[CH:29][C:30]([C:33]([F:34])([F:35])[F:36])=[CH:31][CH:32]=1)[CH2:19][OH:20], predict the reactants needed to synthesize it. The reactants are: [C:1]([O:5][C:6]([NH:8][C:9]1[CH:17]=[CH:16][CH:15]=[C:14]2[C:10]=1[CH:11]=[N:12][N:13]2[C:18]([C:27]1[CH:32]=[CH:31][C:30]([C:33]([F:36])([F:35])[F:34])=[CH:29][CH:28]=1)([CH2:23][CH:24]([F:26])[F:25])[C:19](OC)=[O:20])=[O:7])([CH3:4])([CH3:3])[CH3:2].[BH4-].[Na+]. (2) Given the product [Br:1][C:2]1[CH:3]=[C:4]([CH:12]2[C:21]3[C:16](=[C:17]4[CH:24]=[CH:23][N:22]([CH3:25])[C:18]4=[CH:19][CH:20]=3)[O:15][CH:14]([O:26][CH3:27])[CH2:13]2)[CH:5]=[C:6]([O:10][CH3:11])[C:7]=1[O:8][CH3:9], predict the reactants needed to synthesize it. The reactants are: [Br:1][C:2]1[CH:3]=[C:4]([CH:12]2[C:21]3[C:16](=[C:17]4[CH:24]=[CH:23][N:22]([CH3:25])[C:18]4=[CH:19][CH:20]=3)[O:15][CH:14]([OH:26])[CH2:13]2)[CH:5]=[C:6]([O:10][CH3:11])[C:7]=1[O:8][CH3:9].[C:27](Cl)(=O)C.C(=O)(O)[O-].[Na+]. (3) Given the product [N:32]1([OH:34])[C:15]2[C:16](=[CH:17][CH:12]=[CH:13][CH:14]=2)[CH:18]=[CH:19]1, predict the reactants needed to synthesize it. The reactants are: CS(N1CCN(C[C:12]2[CH:13]=[CH:14][C:15]([N+:32]([O-:34])=O)=[C:16](/[CH:18]=[CH:19]/C3C(OC)=NC4C(C=3)=CC=CC=4)[CH:17]=2)CC1)(=O)=O. (4) Given the product [F:19][C:20]([F:31])([F:30])[C:21]([NH:11][C:3]1[CH:4]=[C:5]([N+:8]([O-:10])=[O:9])[CH:6]=[CH:7][C:2]=1[CH3:1])=[O:22], predict the reactants needed to synthesize it. The reactants are: [CH3:1][C:2]1[CH:7]=[CH:6][C:5]([N+:8]([O-:10])=[O:9])=[CH:4][C:3]=1[NH2:11].C(N(CC)CC)C.[F:19][C:20]([F:31])([F:30])[C:21](O[C:21](=[O:22])[C:20]([F:31])([F:30])[F:19])=[O:22].Cl.C([O-])(=O)C. (5) Given the product [F:42][C:39]1[CH:40]=[CH:41][C:36]([CH2:35][O:1][C:2]2[CH:3]=[C:4]([NH:8][C:9]([C:11]3[CH:15]=[C:14]([CH3:16])[N:13]([C:17]4[CH:22]=[CH:21][CH:20]=[CH:19][C:18]=4[C:23]([F:26])([F:24])[F:25])[C:12]=3[CH3:27])=[O:10])[CH:5]=[CH:6][CH:7]=2)=[CH:37][CH:38]=1, predict the reactants needed to synthesize it. The reactants are: [OH:1][C:2]1[CH:3]=[C:4]([NH:8][C:9]([C:11]2[CH:15]=[C:14]([CH3:16])[N:13]([C:17]3[CH:22]=[CH:21][CH:20]=[CH:19][C:18]=3[C:23]([F:26])([F:25])[F:24])[C:12]=2[CH3:27])=[O:10])[CH:5]=[CH:6][CH:7]=1.C([O-])([O-])=O.[K+].[K+].Br[CH2:35][C:36]1[CH:41]=[CH:40][C:39]([F:42])=[CH:38][CH:37]=1. (6) Given the product [OH:22][C:16]1[CH:15]=[C:14]2[C:19]([C:20](=[O:21])[C:11]([C:4]3[CH:5]=[CH:6][C:7]([O:9][CH3:10])=[CH:8][C:3]=3[OH:2])=[CH:12][O:13]2)=[CH:18][CH:17]=1, predict the reactants needed to synthesize it. The reactants are: C[O:2][C:3]1[CH:8]=[C:7]([O:9][CH3:10])[CH:6]=[CH:5][C:4]=1[C:11]1[C:20](=[O:21])[C:19]2[C:14](=[CH:15][C:16]([OH:22])=[CH:17][CH:18]=2)[O:13][CH:12]=1.[Al+3].[Cl-].[Cl-].[Cl-].O. (7) Given the product [C:22]([O:26][C:27](=[O:47])[NH:28][CH:29]1[CH2:34][CH2:33][CH:32]([CH2:35][NH:36][C:37]2[C:42]([N+:43]([O-:45])=[O:44])=[CH:41][N:40]=[C:39]([NH:16][CH2:13][C:6]3[CH:7]=[CH:8][CH:9]=[C:10]4[C:5]=3[CH:4]=[CH:3][CH:2]=[N:1]4)[N:38]=2)[CH2:31][CH2:30]1)([CH3:25])([CH3:24])[CH3:23], predict the reactants needed to synthesize it. The reactants are: [N:1]1[C:10]2[C:5](=[C:6](NC)[CH:7]=[CH:8][CH:9]=2)[CH:4]=[CH:3][CH:2]=1.[CH:13]([N:16](C(C)C)CC)(C)C.[C:22]([O:26][C:27](=[O:47])[NH:28][CH:29]1[CH2:34][CH2:33][CH:32]([CH2:35][NH:36][C:37]2[C:42]([N+:43]([O-:45])=[O:44])=[CH:41][N:40]=[C:39](Cl)[N:38]=2)[CH2:31][CH2:30]1)([CH3:25])([CH3:24])[CH3:23].